This data is from Catalyst prediction with 721,799 reactions and 888 catalyst types from USPTO. The task is: Predict which catalyst facilitates the given reaction. (1) Reactant: Cl.[NH2:2][C:3]1[CH:4]=[C:5]([CH:21]=[CH:22][CH:23]=1)[CH2:6][NH:7][C:8]1[C:17]2[C:12](=[C:13]([C:18]([NH2:20])=[O:19])[CH:14]=[CH:15][CH:16]=2)[N:11]=[CH:10][N:9]=1.Cl[C:25]1[CH:30]=[C:29]([C:31]#[N:32])[CH:28]=[CH:27][N:26]=1. Product: [C:31]([C:29]1[CH:28]=[CH:27][N:26]=[C:25]([NH:2][C:3]2[CH:4]=[C:5]([CH:21]=[CH:22][CH:23]=2)[CH2:6][NH:7][C:8]2[C:17]3[C:12](=[C:13]([C:18]([NH2:20])=[O:19])[CH:14]=[CH:15][CH:16]=3)[N:11]=[CH:10][N:9]=2)[CH:30]=1)#[N:32]. The catalyst class is: 37. (2) Reactant: Cl[C:2]([O:4][CH2:5][CH3:6])=[O:3].[Br:7][C:8]1[N:9]=[C:10]2[CH:15]=[CH:14][C:13]([N:16]3[CH2:21][CH2:20][CH:19]([N:22]4[CH2:26][CH2:25][CH2:24][CH2:23]4)[CH2:18][CH2:17]3)=[N:12][N:11]2[CH:27]=1.[N:28]1[CH:33]=[CH:32][CH:31]=[CH:30][N:29]=1. Product: [Br:7][C:8]1[N:9]=[C:10]2[CH:15]=[CH:14][C:13]([N:16]3[CH2:21][CH2:20][CH:19]([N:22]4[CH2:23][CH2:24][CH2:25][CH2:26]4)[CH2:18][CH2:17]3)=[N:12][N:11]2[C:27]=1[CH:32]1[CH:31]=[CH:30][N:29]([C:2]([O:4][CH2:5][CH3:6])=[O:3])[N:28]=[CH:33]1. The catalyst class is: 452. (3) Reactant: Cl[C:2]1[C:3](=[O:24])[C:4](=[O:23])[C:5]=1[NH:6][C:7]1[CH:12]=[CH:11][CH:10]=[C:9]([C:13]([N:15]2[CH2:20][CH2:19][N:18]([CH3:21])[CH2:17][CH2:16]2)=[O:14])[C:8]=1[OH:22].[CH3:25][O:26][C:27]1[CH:33]=[CH:32][CH:31]=[CH:30][C:28]=1[NH2:29]. Product: [OH:22][C:8]1[C:9]([C:13]([N:15]2[CH2:20][CH2:19][N:18]([CH3:21])[CH2:17][CH2:16]2)=[O:14])=[CH:10][CH:11]=[CH:12][C:7]=1[NH:6][C:5]1[C:4](=[O:23])[C:3](=[O:24])[C:2]=1[NH:29][C:28]1[CH:30]=[CH:31][CH:32]=[CH:33][C:27]=1[O:26][CH3:25]. The catalyst class is: 16.